This data is from M1 muscarinic receptor agonist screen with 61,833 compounds. The task is: Binary Classification. Given a drug SMILES string, predict its activity (active/inactive) in a high-throughput screening assay against a specified biological target. (1) The drug is S(=O)(=O)(N1CCN(CC1)CC(=O)Nc1cc(OC)cc(OC)c1)c1ccc(C(C)C)cc1. The result is 0 (inactive). (2) The drug is O=C(NCCCOCC)C1CCN(CC1)C(=O)Nc1ccc(cc1)C. The result is 0 (inactive). (3) The molecule is S(=O)(=O)(N1CCOCC1)c1c(OC)ccc(c1)C(=O)Nc1cc(ccc1)C. The result is 0 (inactive). (4) The molecule is Clc1c(c2noc(c2C(=O)Nc2cc3OCOc3cc2)C)cccc1. The result is 0 (inactive). (5) The molecule is O=C1N(C(\C(C1=O)=C(\O)c1ccc(OCC(C)C)cc1)c1cc(OC)c(O)cc1)CCN(C)C. The result is 0 (inactive). (6) The molecule is O=c1n(CC(=O)NCC(=O)Nc2c(OC)ccc(c2)C)ccc2c1cccc2. The result is 0 (inactive). (7) The molecule is Clc1cc(NC(=O)CC(NCCN2CCOCC2)C(O)=O)ccc1. The result is 0 (inactive). (8) The molecule is Clc1cc(C(OCCN(CC)CC)=O)ccc1. The result is 0 (inactive). (9) The drug is S(=O)(=O)(N(c1cc2OCCOc2cc1)CC(OC)=O)c1ccccc1. The result is 0 (inactive).